Dataset: NCI-60 drug combinations with 297,098 pairs across 59 cell lines. Task: Regression. Given two drug SMILES strings and cell line genomic features, predict the synergy score measuring deviation from expected non-interaction effect. (1) Drug 1: CC1=C2C(C(=O)C3(C(CC4C(C3C(C(C2(C)C)(CC1OC(=O)C(C(C5=CC=CC=C5)NC(=O)C6=CC=CC=C6)O)O)OC(=O)C7=CC=CC=C7)(CO4)OC(=O)C)O)C)OC(=O)C. Drug 2: C(CCl)NC(=O)N(CCCl)N=O. Cell line: MDA-MB-435. Synergy scores: CSS=35.6, Synergy_ZIP=-0.919, Synergy_Bliss=-1.97, Synergy_Loewe=-45.1, Synergy_HSA=-3.86. (2) Drug 1: CC=C1C(=O)NC(C(=O)OC2CC(=O)NC(C(=O)NC(CSSCCC=C2)C(=O)N1)C(C)C)C(C)C. Drug 2: C1CC(=O)NC(=O)C1N2C(=O)C3=CC=CC=C3C2=O. Cell line: PC-3. Synergy scores: CSS=49.8, Synergy_ZIP=3.75, Synergy_Bliss=2.54, Synergy_Loewe=-41.6, Synergy_HSA=1.81. (3) Synergy scores: CSS=14.3, Synergy_ZIP=-5.65, Synergy_Bliss=2.38, Synergy_Loewe=0.0255, Synergy_HSA=0.979. Drug 2: CC12CCC3C(C1CCC2OP(=O)(O)O)CCC4=C3C=CC(=C4)OC(=O)N(CCCl)CCCl.[Na+]. Drug 1: C1CCC(C(C1)N)N.C(=O)(C(=O)[O-])[O-].[Pt+4]. Cell line: BT-549.